From a dataset of NCI-60 drug combinations with 297,098 pairs across 59 cell lines. Regression. Given two drug SMILES strings and cell line genomic features, predict the synergy score measuring deviation from expected non-interaction effect. (1) Drug 1: C1=CC(=CC=C1CCC2=CNC3=C2C(=O)NC(=N3)N)C(=O)NC(CCC(=O)O)C(=O)O. Drug 2: C1CC(C1)(C(=O)O)C(=O)O.[NH2-].[NH2-].[Pt+2]. Cell line: OVCAR3. Synergy scores: CSS=45.5, Synergy_ZIP=-4.14, Synergy_Bliss=-7.73, Synergy_Loewe=-6.56, Synergy_HSA=-5.89. (2) Drug 1: C1C(C(OC1N2C=NC3=C(N=C(N=C32)Cl)N)CO)O. Drug 2: CC1C(C(CC(O1)OC2CC(CC3=C2C(=C4C(=C3O)C(=O)C5=C(C4=O)C(=CC=C5)OC)O)(C(=O)CO)O)N)O.Cl. Cell line: HS 578T. Synergy scores: CSS=30.1, Synergy_ZIP=-3.81, Synergy_Bliss=-2.57, Synergy_Loewe=-7.95, Synergy_HSA=-1.09. (3) Drug 1: C1CC(C1)(C(=O)O)C(=O)O.[NH2-].[NH2-].[Pt+2]. Drug 2: C1=CC=C(C(=C1)C(C2=CC=C(C=C2)Cl)C(Cl)Cl)Cl. Cell line: OVCAR-5. Synergy scores: CSS=0.472, Synergy_ZIP=-1.19, Synergy_Bliss=-1.63, Synergy_Loewe=-3.98, Synergy_HSA=-1.75. (4) Drug 1: C(=O)(N)NO. Drug 2: CN(CC1=CN=C2C(=N1)C(=NC(=N2)N)N)C3=CC=C(C=C3)C(=O)NC(CCC(=O)O)C(=O)O. Cell line: MDA-MB-231. Synergy scores: CSS=-0.107, Synergy_ZIP=-1.28, Synergy_Bliss=-2.31, Synergy_Loewe=-2.44, Synergy_HSA=-2.02. (5) Drug 1: CC1=C(N=C(N=C1N)C(CC(=O)N)NCC(C(=O)N)N)C(=O)NC(C(C2=CN=CN2)OC3C(C(C(C(O3)CO)O)O)OC4C(C(C(C(O4)CO)O)OC(=O)N)O)C(=O)NC(C)C(C(C)C(=O)NC(C(C)O)C(=O)NCCC5=NC(=CS5)C6=NC(=CS6)C(=O)NCCC[S+](C)C)O. Drug 2: C1CN(CCN1C(=O)CCBr)C(=O)CCBr. Cell line: NCI-H460. Synergy scores: CSS=62.8, Synergy_ZIP=-3.24, Synergy_Bliss=-3.03, Synergy_Loewe=-12.0, Synergy_HSA=3.07. (6) Drug 1: CNC(=O)C1=CC=CC=C1SC2=CC3=C(C=C2)C(=NN3)C=CC4=CC=CC=N4. Drug 2: C1=NC2=C(N1)C(=S)N=CN2. Cell line: SNB-19. Synergy scores: CSS=1.65, Synergy_ZIP=-4.54, Synergy_Bliss=-6.88, Synergy_Loewe=-10.7, Synergy_HSA=-6.40.